From a dataset of Forward reaction prediction with 1.9M reactions from USPTO patents (1976-2016). Predict the product of the given reaction. Given the reactants C(=O)(OC(C)(C)C)[O:2][C:3]1[N:7]([C:8]2[CH:13]=[CH:12][CH:11]=[CH:10][N:9]=2)[N:6]=[C:5]([C:14]2[CH:19]=[CH:18][C:17]([C:20]3[CH:25]=[CH:24][CH:23]=[CH:22][CH:21]=3)=[CH:16][CH:15]=2)[CH:4]=1.FC(F)(F)C(O)=O, predict the reaction product. The product is: [C:17]1([C:20]2[CH:21]=[CH:22][CH:23]=[CH:24][CH:25]=2)[CH:18]=[CH:19][C:14]([C:5]2[CH:4]=[C:3]([OH:2])[N:7]([C:8]3[CH:13]=[CH:12][CH:11]=[CH:10][N:9]=3)[N:6]=2)=[CH:15][CH:16]=1.